Dataset: Peptide-MHC class I binding affinity with 185,985 pairs from IEDB/IMGT. Task: Regression. Given a peptide amino acid sequence and an MHC pseudo amino acid sequence, predict their binding affinity value. This is MHC class I binding data. (1) The peptide sequence is SVKERGPAY. The MHC is HLA-A03:01 with pseudo-sequence HLA-A03:01. The binding affinity (normalized) is 0.366. (2) The peptide sequence is KTRKYLPAI. The MHC is HLA-A30:01 with pseudo-sequence HLA-A30:01. The binding affinity (normalized) is 0.818. (3) The peptide sequence is DSCNANGCEH. The MHC is HLA-A33:01 with pseudo-sequence HLA-A33:01. The binding affinity (normalized) is 0. (4) The peptide sequence is KFDSSLARR. The MHC is HLA-A74:01 with pseudo-sequence HLA-A74:01. The binding affinity (normalized) is 0.0847. (5) The peptide sequence is FPVTPQVPL. The MHC is HLA-A29:02 with pseudo-sequence HLA-A29:02. The binding affinity (normalized) is 0. (6) The peptide sequence is IISTNTLGK. The MHC is HLA-A26:02 with pseudo-sequence HLA-A26:02. The binding affinity (normalized) is 0.0847. (7) The peptide sequence is SLAADLEKL. The MHC is H-2-Db with pseudo-sequence H-2-Db. The binding affinity (normalized) is 0. (8) The peptide sequence is HEEFTTNYL. The MHC is HLA-A01:01 with pseudo-sequence HLA-A01:01. The binding affinity (normalized) is 0.0847. (9) The peptide sequence is ATRAVMMGL. The MHC is HLA-B08:02 with pseudo-sequence HLA-B08:02. The binding affinity (normalized) is 0.0847. (10) The peptide sequence is QGVGGPGQKAR. The MHC is Mamu-B03 with pseudo-sequence Mamu-B03. The binding affinity (normalized) is 0.00317.